The task is: Binary Classification. Given a miRNA mature sequence and a target amino acid sequence, predict their likelihood of interaction.. This data is from Experimentally validated miRNA-target interactions with 360,000+ pairs, plus equal number of negative samples. (1) The miRNA is dme-miR-263a-5p with sequence AAUGGCACUGGAAGAAUUCACGGG. The protein sequence of the target gene is MGFEELLEQVGGFGPFQLRNVALLALPRVLLPLHFLLPIFLAAVPAHRCALPGAPANFSHQDVWLEAHLPREPDGTLSSCLRFAYPQALPNTTLGEERQSRGELEDEPATVPCSQGWEYDHSEFSSTIATESQWDLVCEQKGLNRAASTFFFAGVLVGAVAFGYLSDRFGRRRLLLVAYVSTLVLGLASAASVSYVMFAITRTLTGSALAGFTIIVMPLELEWLDVEHRTVAGVLSSTFWTGGVMLLALVGYLIRDWRWLLLAVTLPCAPGILSLWWVPESARWLLTQGHVKEAHRYLLH.... Result: 0 (no interaction). (2) The miRNA is hsa-miR-219a-5p with sequence UGAUUGUCCAAACGCAAUUCU. The protein sequence of the target gene is MVAGMLMPLDRLRAIYEVLFREGVMVAKKDRRPRSLHPHVPGVTNLQVMRAMASLKARGLVRETFAWCHFYWYLTNEGIDHLRQYLHLPPEIVPASLQRVRRPVAMVIPARRRSPHVQTMQGPLGCPPKRGPLPAEDPAREERQVYRRKEREEGAPETPVVSATTVGTLARPGPEPAPATDERDRVQKKTFTKWVNKHLIKHWRAEAQRHISDLYEDLRDGHNLISLLEVLSGDSLPREKGRMRFHKLQNVQIALDYLRHRQVKLVNIRNDDIADGNPKLTLGLIWTIILHFQISDIQVS.... Result: 0 (no interaction). (3) The miRNA is hsa-miR-3157-5p with sequence UUCAGCCAGGCUAGUGCAGUCU. Result: 0 (no interaction). The protein sequence of the target gene is MADTVLFEFLHTEMVAELWAHDPDPGPGGQKMSLSVLEGMGFRVGQALGERLPRETLAFREELDVLKFLCKDLWVAVFQKQMDSLRTNHQGTYVLQDNSFPLLLPMASGLQYLEEAPKFLAFTCGLLRGALYTLGIESVVTASVAALPVCKFQVVIPKS. (4) Result: 0 (no interaction). The protein sequence of the target gene is MGNTTSCCVSSSPKLRRNAHSRLESYRPDTDLSREDTGCNLQHISDRENIDDLNMEFNPSDHPRASTIFLSKSQTDVREKRKSLFINHHPPGQIARKYSSCSTIFLDDSTVSQPNLKYTIKCVALAIYYHIKNRDPDGRMLLDIFDENLHPLSKSEVPPDYDKHNPEQKQIYRFVRTLFSAAQLTAECAIVTLVYLERLLTYAEIDICPANWKRIVLGAILLASKVWDDQAVWNVDYCQILKDITVEDMNELERQFLELLQFNINVPSSVYAKYYFDLRSLAEANNLSFPLEPLSRERAH.... The miRNA is hsa-miR-4763-3p with sequence AGGCAGGGGCUGGUGCUGGGCGGG. (5) The miRNA is hsa-miR-4659a-5p with sequence CUGCCAUGUCUAAGAAGAAAAC. The protein sequence of the target gene is MASRAGPRAAGTDGSDFQHRERVAMHYQMSVTLKYEIKKLIYVHLVIWLLLVAKMSVGHLRLLSHDQVAMPYQWEYPYLLSIVPSVLGLLSFPRNNISYLVLSMISMGLFSIAPLIYGSMEMFPAAQQLYRHGKAYRFLFGFSAVSVMYLVLVLAVQVHAWQLYYSKKLLDSWFTSTQEKKRK. Result: 0 (no interaction). (6) The miRNA is hsa-miR-6836-5p with sequence CGCAGGGCCCUGGCGCAGGCAU. The protein sequence of the target gene is MELQTLQEALKVEIQVHQKLVAQMKQDPQNADLKKQLHELQAKITALSEKQKRVVEQLRKNLIVKQEQPDKFQIQPLPQSENKLQTAQQQPLQQLQQQQQYHHHHAQQSAAASPNLTASQKTVTTASMITTKTLPLVLKAATATMPASVVGQRPTIAMVTAINSQKAVLSTDVQNTPVNLQTSSKVTGPGAEAVQIVAKNTVTLVQATPPQPIKVPQFIPPPRLTPRPNFLPQVRPKPVAQNNIPIAPAPPPMLAAPQLIQRPVMLTKFTPTTLPTSQNSIHPVRVVNGQTATIAKTFPM.... Result: 1 (interaction).